From a dataset of Full USPTO retrosynthesis dataset with 1.9M reactions from patents (1976-2016). Predict the reactants needed to synthesize the given product. (1) Given the product [CH3:5][N:4]([CH2:6][C:7]([N:9]1[CH2:14][CH2:13][CH:12]([C:15]([OH:17])=[O:16])[CH2:11][CH2:10]1)=[O:8])[CH3:3], predict the reactants needed to synthesize it. The reactants are: [OH-].[Na+].[CH3:3][N:4]([CH2:6][C:7]([N:9]1[CH2:14][CH2:13][CH:12]([C:15]([O:17]CC)=[O:16])[CH2:11][CH2:10]1)=[O:8])[CH3:5]. (2) Given the product [Cl:28][C:23]1[CH:24]=[CH:25][CH:26]=[CH:27][C:22]=1[C:13]1[C:14]([C:15]2[CH:16]=[CH:17][C:18]([Cl:21])=[CH:19][CH:20]=2)=[C:10]2[N:9]=[C:8]([CH3:29])[N:7]=[C:6]([N:4]3[CH2:3][C:2]4([C:30](=[O:31])[NH:32][C:35]([CH3:37])([CH3:36])[NH:1]4)[CH2:5]3)[N:11]2[N:12]=1, predict the reactants needed to synthesize it. The reactants are: [NH2:1][C:2]1([C:30]([NH2:32])=[O:31])[CH2:5][N:4]([C:6]2[N:11]3[N:12]=[C:13]([C:22]4[CH:27]=[CH:26][CH:25]=[CH:24][C:23]=4[Cl:28])[C:14]([C:15]4[CH:20]=[CH:19][C:18]([Cl:21])=[CH:17][CH:16]=4)=[C:10]3[N:9]=[C:8]([CH3:29])[N:7]=2)[CH2:3]1.CO[C:35](OC)([CH3:37])[CH3:36]. (3) Given the product [Cl:24][C:25]1[CH:26]=[C:27]([CH:28]=[CH:29][C:30]=1[Cl:31])[C:15]([C@H:13]1[CH2:14][C@:12]1([CH3:18])[C:10]([O:9][CH2:7][CH3:8])=[O:11])=[O:17], predict the reactants needed to synthesize it. The reactants are: C(Cl)(=O)C(Cl)=O.[CH2:7]([O:9][C:10]([C@@:12]1([CH3:18])[CH2:14][C@@H:13]1[C:15]([OH:17])=O)=[O:11])[CH3:8].CN(C=O)C.[Cl:24][C:25]1[CH:26]=[C:27]([Sn](C)(C)C)[CH:28]=[CH:29][C:30]=1[Cl:31]. (4) The reactants are: [C:1]([C:5]1[CH:35]=[CH:34][C:8]([C:9]([NH:11][C:12]2[CH:17]=[CH:16][CH:15]=[C:14]([C:18]3[C:19]4[CH:26]=[C:25]([C:27]5[CH2:28][CH2:29][NH:30][CH2:31][CH:32]=5)[NH:24][C:20]=4[N:21]=[CH:22][N:23]=3)[C:13]=2[CH3:33])=[O:10])=[CH:7][CH:6]=1)([CH3:4])([CH3:3])[CH3:2].[CH3:36][S:37](Cl)(=[O:39])=[O:38]. Given the product [C:1]([C:5]1[CH:6]=[CH:7][C:8]([C:9]([NH:11][C:12]2[CH:17]=[CH:16][CH:15]=[C:14]([C:18]3[C:19]4[CH:26]=[C:25]([C:27]5[CH2:28][CH2:29][N:30]([S:37]([CH3:36])(=[O:39])=[O:38])[CH2:31][CH:32]=5)[NH:24][C:20]=4[N:21]=[CH:22][N:23]=3)[C:13]=2[CH3:33])=[O:10])=[CH:34][CH:35]=1)([CH3:4])([CH3:2])[CH3:3], predict the reactants needed to synthesize it. (5) Given the product [CH2:33]([C:37]1[CH:42]=[CH:41][C:40]([NH:43][C:44]([NH:1][C:2]2[C:3]([C:12]([NH:14][C@@H:15]([CH:20]3[CH2:25][CH2:24][CH2:23][CH2:22][CH2:21]3)[C:16]([O:18][CH3:19])=[O:17])=[O:13])=[CH:4][C:5]3[C:10]([CH:11]=2)=[CH:9][CH:8]=[CH:7][CH:6]=3)=[O:45])=[CH:39][CH:38]=1)[CH2:34][CH2:35][CH3:36], predict the reactants needed to synthesize it. The reactants are: [NH2:1][C:2]1[C:3]([C:12]([NH:14][C@@H:15]([CH:20]2[CH2:25][CH2:24][CH2:23][CH2:22][CH2:21]2)[C:16]([O:18][CH3:19])=[O:17])=[O:13])=[CH:4][C:5]2[C:10]([CH:11]=1)=[CH:9][CH:8]=[CH:7][CH:6]=2.C(N(CC)CC)C.[CH2:33]([C:37]1[CH:42]=[CH:41][C:40]([N:43]=[C:44]=[O:45])=[CH:39][CH:38]=1)[CH2:34][CH2:35][CH3:36]. (6) Given the product [CH2:28]([O:35][CH:36]([CH3:37])[CH2:11][N:6]1[C:7]2[C:3](=[CH:2][CH:10]=[CH:9][CH:8]=2)[CH:4]([C:17]2[C:25]([OH:26])=[CH:24][C:20]3[O:21][CH2:22][O:23][C:19]=3[CH:18]=2)[C:5]1=[O:16])[C:29]1[CH:34]=[CH:33][CH:32]=[CH:31][CH:30]=1, predict the reactants needed to synthesize it. The reactants are: Br[C:2]1[CH:10]=[CH:9][CH:8]=[C:7]2[C:3]=1[C:4](O)([C:17]1[C:25]([OH:26])=[CH:24][C:20]3[O:21][CH2:22][O:23][C:19]=3[CH:18]=1)[C:5](=[O:16])[N:6]2[CH2:11]CCCC.[CH2:28]([O:35][CH2:36][CH2:37]CN1C2C(=CC=CC=2)C(O)(C2C(O)=CC3OCOC=3C=2)C1=O)[C:29]1[CH:34]=[CH:33][CH:32]=[CH:31][CH:30]=1. (7) Given the product [OH:1][C:2]1[C:9]([OH:10])=[CH:8][C:5]([C:6]#[N:7])=[C:4]([C:12]2[S:13][C:14]([CH3:17])=[CH:15][CH:16]=2)[C:3]=1[C:18]#[N:19], predict the reactants needed to synthesize it. The reactants are: [OH:1][C:2]1[C:9]([O:10]C)=[CH:8][C:5]([C:6]#[N:7])=[C:4]([C:12]2[S:13][C:14]([CH3:17])=[CH:15][CH:16]=2)[C:3]=1[C:18]#[N:19].CC1SC(B(O)O)=CC=1.BrC1C(C#N)=C(O)C(OC)=CC=1C#N. (8) Given the product [CH2:38]([O:37][C:35]([C:30]1([NH:29][C:28]([CH:9]2[CH2:10][CH:11]([O:13][C:14]3[CH:19]=[C:18]([O:20][CH3:21])[N:17]=[C:16]([C:22]4[CH:23]=[CH:24][CH:25]=[CH:26][CH:27]=4)[N:15]=3)[CH2:12][CH:8]2[C:6]([OH:7])=[O:5])=[O:40])[CH2:32][CH:31]1[CH:33]=[CH2:34])=[O:36])[CH3:39], predict the reactants needed to synthesize it. The reactants are: C([O:5][C:6]([CH:8]1[CH2:12][CH:11]([O:13][C:14]2[CH:19]=[C:18]([O:20][CH3:21])[N:17]=[C:16]([C:22]3[CH:27]=[CH:26][CH:25]=[CH:24][CH:23]=3)[N:15]=2)[CH2:10][CH:9]1[C:28](=[O:40])[NH:29][C:30]1([C:35]([O:37][CH2:38][CH3:39])=[O:36])[CH2:32][CH:31]1[CH:33]=[CH2:34])=[O:7])(C)(C)C.C([SiH](CC)CC)C.C(O)(C(F)(F)F)=O. (9) The reactants are: C12N(C3C=NC4C(=CC=CC=4)N=3)CC1CCNC2.C(OC([N:26]1[CH2:33][CH2:32][CH:31]2[CH:28]([NH:29][CH2:30]2)[CH2:27]1)=O)(C)(C)C.Cl[C:35]1[CH:40]=[C:39]([CH3:41])[N:38]=[C:37]([N:42]([CH3:44])[CH3:43])[N:36]=1.ClC1C=NC2C(=CC=CC=2)N=1. Given the product [CH:28]12[N:29]([C:35]3[CH:40]=[C:39]([CH3:41])[N:38]=[C:37]([N:42]([CH3:44])[CH3:43])[N:36]=3)[CH2:30][CH:31]1[CH2:32][CH2:33][NH:26][CH2:27]2, predict the reactants needed to synthesize it.